From a dataset of Reaction yield outcomes from USPTO patents with 853,638 reactions. Predict the reaction yield, written as a fraction of the theoretical maximum amount of product (1.0 means a 100% yield; for example, 0.34 means a 34% yield). (1) The reactants are [C:1]([C:5]1[NH:6][C:7]2[C:12]([CH:13]=1)=[CH:11][C:10]([N+:14]([O-])=O)=[CH:9][C:8]=2[C:17]([O-:19])=[O:18])([CH3:4])([CH3:3])[CH3:2].[CH3:20]O. The catalyst is [Ni]. The product is [NH2:14][C:10]1[CH:11]=[C:12]2[C:7](=[C:8]([C:17]([O:19][CH3:20])=[O:18])[CH:9]=1)[NH:6][C:5]([C:1]([CH3:4])([CH3:3])[CH3:2])=[CH:13]2. The yield is 0.680. (2) The reactants are [C:1]([O:9][C:10]1[CH:15]=[C:14]([OH:16])[C:13]([NH:17][C:18](=[O:25])[C:19]2[CH:24]=[CH:23][CH:22]=[CH:21][CH:20]=2)=[CH:12][C:11]=1[Cl:26])(=[O:8])[C:2]1[CH:7]=[CH:6][CH:5]=[CH:4][CH:3]=1.[N+](C1C=C(S(O[CH2:40][C@:41]2(C)[CH2:43][O:42]2)(=O)=O)C=CC=1)([O-])=O.CN(C=O)C. The catalyst is O. The product is [C:1]([O:9][C:10]1[CH:15]=[C:14]([O:16][CH2:40][C@@H:41]2[CH2:43][O:42]2)[C:13]([NH:17][C:18](=[O:25])[C:19]2[CH:20]=[CH:21][CH:22]=[CH:23][CH:24]=2)=[CH:12][C:11]=1[Cl:26])(=[O:8])[C:2]1[CH:7]=[CH:6][CH:5]=[CH:4][CH:3]=1. The yield is 0.980. (3) The catalyst is ClCCl. The yield is 0.670. The reactants are [Br:1][C:2]1[CH:3]=[C:4]([NH:9][CH:10]2[CH2:15][CH2:14][N:13]([C@H:16]3[CH2:21][CH2:20][C@H:19]([O:22][CH2:23][CH3:24])[CH2:18][CH2:17]3)[CH2:12][CH2:11]2)[C:5]([NH2:8])=[CH:6][CH:7]=1.C(N(C(C)C)CC)(C)C.[Cl:34][C:35](Cl)([O:37]C(=O)OC(Cl)(Cl)Cl)Cl. The product is [ClH:34].[Br:1][C:2]1[CH:7]=[CH:6][C:5]2[NH:8][C:35](=[O:37])[N:9]([CH:10]3[CH2:15][CH2:14][N:13]([C@H:16]4[CH2:21][CH2:20][C@H:19]([O:22][CH2:23][CH3:24])[CH2:18][CH2:17]4)[CH2:12][CH2:11]3)[C:4]=2[CH:3]=1. (4) The reactants are [OH:1][C:2]1[C:3]([C:8]([OH:10])=[O:9])=[N:4][CH:5]=[CH:6][CH:7]=1.[CH2:11](O)[CH3:12].S(=O)(=O)(O)O. The catalyst is C1(C)C=CC=CC=1. The product is [OH:1][C:2]1[C:3]([C:8]([O:10][CH2:11][CH3:12])=[O:9])=[N:4][CH:5]=[CH:6][CH:7]=1. The yield is 0.730. (5) The catalyst is C(#N)C. The reactants are [Br:1][C:2]1[CH:3]=[CH:4][C:5]([Cl:21])=[C:6]([C:8]([C:10]2[CH:15]=[CH:14][C:13]([O:16][CH2:17][CH3:18])=[C:12]([F:19])[C:11]=2[F:20])=O)[CH:7]=1.B(F)(F)F.CCOCC.C(=O)(O)[O-].[Na+]. The product is [Br:1][C:2]1[CH:3]=[CH:4][C:5]([Cl:21])=[C:6]([CH2:8][C:10]2[CH:15]=[CH:14][C:13]([O:16][CH2:17][CH3:18])=[C:12]([F:19])[C:11]=2[F:20])[CH:7]=1. The yield is 0.630.